From a dataset of Peptide-MHC class I binding affinity with 185,985 pairs from IEDB/IMGT. Regression. Given a peptide amino acid sequence and an MHC pseudo amino acid sequence, predict their binding affinity value. This is MHC class I binding data. (1) The peptide sequence is ELYENKPDV. The MHC is HLA-A02:19 with pseudo-sequence HLA-A02:19. The binding affinity (normalized) is 0.472. (2) The peptide sequence is IPTNFSISI. The MHC is HLA-B35:01 with pseudo-sequence HLA-B35:01. The binding affinity (normalized) is 0.682. (3) The peptide sequence is IQLFSDFTI. The MHC is HLA-A23:01 with pseudo-sequence HLA-A23:01. The binding affinity (normalized) is 0.219. (4) The peptide sequence is ATLMKTSCSK. The MHC is HLA-A68:01 with pseudo-sequence HLA-A68:01. The binding affinity (normalized) is 0.214.